This data is from Forward reaction prediction with 1.9M reactions from USPTO patents (1976-2016). The task is: Predict the product of the given reaction. (1) Given the reactants [F:1][C:2]1[CH:7]=[CH:6][CH:5]=[C:4]([F:8])[C:3]=1[N:9]1[C:14]2[N:15]=[C:16](S(C)=O)[N:17]=[C:18]([C:19]3[CH:20]=[C:21]([CH:30]=[CH:31][C:32]=3[CH3:33])[C:22]([NH:24][C:25]3[S:26][CH:27]=[CH:28][N:29]=3)=[O:23])[C:13]=2[CH:12]=[CH:11][C:10]1=[O:37].[CH3:38][N:39]([CH3:45])[CH2:40][CH2:41][CH2:42][NH:43][CH3:44], predict the reaction product. The product is: [F:8][C:4]1[CH:5]=[CH:6][CH:7]=[C:2]([F:1])[C:3]=1[N:9]1[C:14]2[N:15]=[C:16]([N:43]([CH2:42][CH2:41][CH2:40][N:39]([CH3:45])[CH3:38])[CH3:44])[N:17]=[C:18]([C:19]3[CH:20]=[C:21]([CH:30]=[CH:31][C:32]=3[CH3:33])[C:22]([NH:24][C:25]3[S:26][CH:27]=[CH:28][N:29]=3)=[O:23])[C:13]=2[CH:12]=[CH:11][C:10]1=[O:37]. (2) Given the reactants [N:1]1[CH:6]=[CH:5][CH:4]=[C:3]([CH:7]=O)[CH:2]=1.C(O[C:12](=[O:16])[CH2:13][C:14]#[N:15])C.[CH:17]1([NH:20][C:21]([NH2:23])=[NH:22])[CH2:19][CH2:18]1.Cl.C(=O)([O-])[O-].[K+].[K+], predict the reaction product. The product is: [C:14]([C:13]1[C:12](=[O:16])[NH:23][C:21]([NH:20][CH:17]2[CH2:19][CH2:18]2)=[N:22][C:7]=1[C:3]1[CH:2]=[N:1][CH:6]=[CH:5][CH:4]=1)#[N:15]. (3) Given the reactants [Cl:1][C:2]1[CH:3]=[C:4]([CH:9]=[CH:10][C:11]=1[O:12][CH2:13][CH3:14])[C:5]([O:7]C)=[O:6].[OH-].[Na+], predict the reaction product. The product is: [Cl:1][C:2]1[CH:3]=[C:4]([CH:9]=[CH:10][C:11]=1[O:12][CH2:13][CH3:14])[C:5]([OH:7])=[O:6]. (4) Given the reactants CON(C)[C:4]([C@@H:6]1[CH2:11][N:10]2[CH2:12][CH2:13][CH2:14][C@@H:9]2[CH2:8][N:7]1[C:15]([O:17][C:18]([CH3:21])([CH3:20])[CH3:19])=[O:16])=[O:5].[CH3:23][Mg]Cl.[Cl-].[NH4+], predict the reaction product. The product is: [C:4]([C@@H:6]1[CH2:11][N:10]2[CH2:12][CH2:13][CH2:14][C@@H:9]2[CH2:8][N:7]1[C:15]([O:17][C:18]([CH3:19])([CH3:20])[CH3:21])=[O:16])(=[O:5])[CH3:23]. (5) Given the reactants [Br:1][C:2]1[CH:16]=[CH:15][C:5]([C:6]([C@@H:8]2[CH2:11][CH2:10][C@H:9]2[C:12]([OH:14])=[O:13])=[O:7])=[CH:4][CH:3]=1.[CH3:17]OC(OC)(C)C.Cl, predict the reaction product. The product is: [Br:1][C:2]1[CH:3]=[CH:4][C:5]([C:6]([C@@H:8]2[CH2:11][CH2:10][C@H:9]2[C:12]([O:14][CH3:17])=[O:13])=[O:7])=[CH:15][CH:16]=1.